From a dataset of Full USPTO retrosynthesis dataset with 1.9M reactions from patents (1976-2016). Predict the reactants needed to synthesize the given product. (1) Given the product [Cl:1][C:2]1[CH:7]=[CH:6][C:5]([C:8]2[N:13]=[C:12]([C:14]3[C:18](=[O:19])[CH2:17][CH2:16][C:15]=3[O:20][CH3:22])[C:11]([CH3:21])=[CH:10][N:9]=2)=[CH:4][CH:3]=1, predict the reactants needed to synthesize it. The reactants are: [Cl:1][C:2]1[CH:7]=[CH:6][C:5]([C:8]2[N:13]=[C:12]([CH:14]3[C:18](=[O:19])[CH2:17][CH2:16][C:15]3=[O:20])[C:11]([CH3:21])=[CH:10][N:9]=2)=[CH:4][CH:3]=1.[C:22](=O)([O-])[O-].[K+].[K+].S(OC)(OC)(=O)=O. (2) Given the product [CH3:32][N:22]1[C:21]([O:13][CH2:12][C:9]2[N:10]=[N:11][N:7]([C:3]3[CH:2]=[C:1]([CH3:14])[CH:6]=[CH:5][CH:4]=3)[N:8]=2)=[N:25][N:24]=[C:23]1[C:26]1[CH:31]=[CH:30][N:29]=[CH:28][CH:27]=1, predict the reactants needed to synthesize it. The reactants are: [C:1]1([CH3:14])[CH:6]=[CH:5][CH:4]=[C:3]([N:7]2[N:11]=[N:10][C:9]([CH2:12][OH:13])=[N:8]2)[CH:2]=1.[H-].[Na+].CS([C:21]1[N:22]([CH3:32])[C:23]([C:26]2[CH:31]=[CH:30][N:29]=[CH:28][CH:27]=2)=[N:24][N:25]=1)(=O)=O.